From a dataset of Full USPTO retrosynthesis dataset with 1.9M reactions from patents (1976-2016). Predict the reactants needed to synthesize the given product. (1) Given the product [Cl-:16].[Cl-:16].[CH3:14][C:13]1[CH:21]([Zr+2:20][CH:3]2[C:4]3[C:9](=[CH:8][CH:7]=[CH:6][CH:5]=3)[CH:10]=[C:2]2[CH3:1])[C:22]2[C:11]([CH:12]=1)=[CH:26][CH:25]=[CH:24][CH:23]=2, predict the reactants needed to synthesize it. The reactants are: [CH3:1][C:2]1[CH2:3][C:4]2[C:9]([CH:10]=1)=[CH:8][CH:7]=[CH:6][CH:5]=2.[CH2:11]([Li])[CH2:12][CH2:13][CH3:14].[Cl-:16].[Cl-].[Cl-].[Cl-].[Zr+4:20].[CH3:21][CH2:22][CH2:23][CH2:24][CH2:25][CH3:26]. (2) Given the product [N:30]1[CH:29]=[CH:28][C:27]([C:23]2[C:22]([C:19]3[CH:20]=[CH:21][C:16]([C:14]#[C:15][C:2]4[CH:11]=[CH:10][C:9]5[C:4](=[CH:5][CH:6]=[CH:7][CH:8]=5)[N:3]=4)=[CH:17][CH:18]=3)=[CH:26][NH:25][N:24]=2)=[CH:32][CH:31]=1, predict the reactants needed to synthesize it. The reactants are: Br[C:2]1[CH:11]=[CH:10][C:9]2[C:4](=[CH:5][CH:6]=[CH:7][CH:8]=2)[N:3]=1.N#N.[C:14]([C:16]1[CH:21]=[CH:20][C:19]([C:22]2[C:23]([C:27]3[CH:32]=[CH:31][N:30]=[CH:29][CH:28]=3)=[N:24][NH:25][CH:26]=2)=[CH:18][CH:17]=1)#[CH:15].